This data is from Full USPTO retrosynthesis dataset with 1.9M reactions from patents (1976-2016). The task is: Predict the reactants needed to synthesize the given product. Given the product [CH:34]([N:30]1[C:29]([C:23]2[N:22]=[C:21]3[N:25]([CH2:26][CH2:27][O:28][C:19]4[CH:18]=[C:17]([C:11]5[CH2:10][CH2:9][NH:8][CH2:13][C:12]=5[C:14]([NH2:15])=[O:16])[CH:38]=[CH:37][C:20]=43)[CH:24]=2)=[N:33][CH:32]=[N:31]1)([CH3:36])[CH3:35], predict the reactants needed to synthesize it. The reactants are: C(OC([N:8]1[CH2:13][C:12]([C:14](=[O:16])[NH2:15])=[C:11]([C:17]2[CH:38]=[CH:37][C:20]3[C:21]4[N:25]([CH2:26][CH2:27][O:28][C:19]=3[CH:18]=2)[CH:24]=[C:23]([C:29]2[N:30]([CH:34]([CH3:36])[CH3:35])[N:31]=[CH:32][N:33]=2)[N:22]=4)[CH2:10][CH2:9]1)=O)(C)(C)C.C(=O)([O-])[O-].C([N+](CC=C)(CC=C)CC=C)C=C.C([N+](CC=C)(CC=C)CC=C)C=C.